From a dataset of Catalyst prediction with 721,799 reactions and 888 catalyst types from USPTO. Predict which catalyst facilitates the given reaction. (1) Reactant: CC1C=CC(S(O[CH2:12][C@@H:13]2[O:18][C:17]3[CH:19]=[C:20]([S:24]([CH3:27])(=[O:26])=[O:25])[CH:21]=[C:22]([Cl:23])[C:16]=3[O:15][CH2:14]2)(=O)=O)=CC=1.[CH3:28][NH2:29]. Product: [Cl:23][C:22]1[C:16]2[O:15][CH2:14][C@H:13]([CH2:12][NH:29][CH3:28])[O:18][C:17]=2[CH:19]=[C:20]([S:24]([CH3:27])(=[O:26])=[O:25])[CH:21]=1. The catalyst class is: 10. (2) Reactant: [N-:1]=[N+]=[N-].[Na+].S(=O)(=O)(O)O.[CH2:10]1[CH2:20][C:18](=[O:19])[C:17]2[C:12](=[CH:13][CH:14]=[CH:15][CH:16]=2)[CH2:11]1. Product: [NH:1]1[C:17]2[CH:16]=[CH:15][CH:14]=[CH:13][C:12]=2[CH2:11][CH2:10][CH2:20][C:18]1=[O:19]. The catalyst class is: 408. (3) Reactant: Cl[C:2]1C=C(C=C[CH:11]=1)C(OO)=O.C(S[C:15]1[C:20]([C:21]2[S:22][C:23]3[CH:29]=[CH:28][C:27]([C:30]([F:33])([F:32])[F:31])=[CH:26][C:24]=3[N:25]=2)=[CH:19][CH:18]=[CH:17][N:16]=1)C.[S:34]([O-:38])([O-])(=[O:36])=S.[Na+].[Na+]. Product: [CH2:2]([S:34]([C:15]1[C:20]([C:21]2[S:22][C:23]3[CH:29]=[CH:28][C:27]([C:30]([F:32])([F:33])[F:31])=[CH:26][C:24]=3[N:25]=2)=[CH:19][CH:18]=[CH:17][N:16]=1)(=[O:38])=[O:36])[CH3:11]. The catalyst class is: 22. (4) Reactant: [O:1]=[C:2]([N:19]1[CH2:24][CH2:23][CH2:22][CH2:21][CH2:20]1)[CH2:3][CH:4]([CH2:8][S:9]([CH2:12][C:13]1[CH:18]=[CH:17][CH:16]=[CH:15][CH:14]=1)(=[O:11])=[O:10])[C:5](O)=[O:6].O[C:26](C(F)(F)F)=O.[NH2:32][CH:33]([CH3:44])[CH:34]([C:36]1[O:37][C:38]([CH2:41][O:42][CH3:43])=[N:39][N:40]=1)[OH:35].C1C=CC2N(O)N=NC=2C=1.C(Cl)CCl.CN1CCOCC1. Product: [OH:35][CH:34]([C:36]1[O:37][C:38]([CH2:41][O:42][CH3:43])=[N:39][N:40]=1)[CH:33]([NH:32][C:5](=[O:6])[CH:4]([CH2:8][S:9]([CH2:12][C:13]1[CH:14]=[CH:15][CH:16]=[CH:17][CH:18]=1)(=[O:11])=[O:10])[CH2:3][C:2](=[O:1])[N:19]1[CH2:24][CH2:23][CH2:22][CH2:21][CH2:20]1)[CH2:44][CH3:26]. The catalyst class is: 2. (5) Reactant: Cl[CH2:2][C:3]([NH:5][CH2:6][CH2:7][C:8]1([OH:21])[CH2:13][CH2:12][N:11]([C:14]([O:16][C:17]([CH3:20])([CH3:19])[CH3:18])=[O:15])[CH2:10][CH2:9]1)=[O:4].CC(C)([O-])C.[K+]. Product: [O:4]=[C:3]1[NH:5][CH2:6][CH2:7][C:8]2([CH2:13][CH2:12][N:11]([C:14]([O:16][C:17]([CH3:20])([CH3:19])[CH3:18])=[O:15])[CH2:10][CH2:9]2)[O:21][CH2:2]1. The catalyst class is: 1. (6) Reactant: [CH3:1][O:2][C:3]1[CH:27]=[CH:26][C:6]([CH2:7][N:8]2[C:12]3[N:13]([CH2:19][C:20]4[N:24]=[C:23]([CH3:25])[O:22][N:21]=4)[CH2:14][CH2:15][CH2:16][C:17](=O)[C:11]=3[CH:10]=[N:9]2)=[CH:5][CH:4]=1.[F:28][C:29]1[CH:30]=[N:31][C:32]([NH:35][C:36]([NH2:38])=[S:37])=[N:33][CH:34]=1.II. Product: [F:28][C:29]1[CH:30]=[N:31][C:32]([NH:35][C:36]2[S:37][C:16]3[CH2:15][CH2:14][N:13]([CH2:19][C:20]4[N:24]=[C:23]([CH3:25])[O:22][N:21]=4)[C:12]4[N:8]([CH2:7][C:6]5[CH:26]=[CH:27][C:3]([O:2][CH3:1])=[CH:4][CH:5]=5)[N:9]=[CH:10][C:11]=4[C:17]=3[N:38]=2)=[N:33][CH:34]=1. The catalyst class is: 436. (7) Reactant: [Br:1][C:2]1[CH:3]=[N:4][C:5]([O:8]N2C3=NC=CC=C3N=N2)=[N:6][CH:7]=1.[C:18]([C:21]1[CH:26]=[CH:25][C:24](B(O)O)=[CH:23][CH:22]=1)(=[O:20])[CH3:19].C([O-])([O-])=O.[Cs+].[Cs+]. Product: [Br:1][C:2]1[CH:7]=[N:6][C:5]([O:8][C:24]2[CH:25]=[CH:26][C:21]([C:18](=[O:20])[CH3:19])=[CH:22][CH:23]=2)=[N:4][CH:3]=1. The catalyst class is: 104.